Dataset: Forward reaction prediction with 1.9M reactions from USPTO patents (1976-2016). Task: Predict the product of the given reaction. (1) The product is: [CH3:43][C:32]1[CH:31]=[C:30]([S:29][CH2:2][CH2:3][CH:4]([C:9]2[S:10][C:11]3[CH:18]=[C:17]([C:19]([F:22])([F:21])[F:20])[CH:16]=[CH:15][C:12]=3[C:13]=2[CH3:14])[CH2:5][CH2:6][CH2:7][CH3:8])[CH:35]=[CH:34][C:33]=1[O:36][CH2:37][C:38]([O:40][CH2:41][CH3:42])=[O:39]. Given the reactants Br[CH2:2][CH2:3][CH:4]([C:9]1[S:10][C:11]2[CH:18]=[C:17]([C:19]([F:22])([F:21])[F:20])[CH:16]=[CH:15][C:12]=2[C:13]=1[CH3:14])[CH2:5][CH2:6][CH2:7][CH3:8].C(=O)([O-])[O-].[Cs+].[Cs+].[SH:29][C:30]1[CH:35]=[CH:34][C:33]([O:36][CH2:37][C:38]([O:40][CH2:41][CH3:42])=[O:39])=[C:32]([CH3:43])[CH:31]=1, predict the reaction product. (2) Given the reactants [NH:1]1[CH2:6][CH2:5][NH:4][CH2:3][C:2]1=[O:7].I[C:9]1[CH:14]=[CH:13][CH:12]=[CH:11][C:10]=1[CH3:15].CNC1CCCCC1NC.P([O-])([O-])([O-])=O.[K+].[K+].[K+], predict the reaction product. The product is: [CH3:15][C:10]1[CH:11]=[CH:12][CH:13]=[CH:14][C:9]=1[N:1]1[CH2:6][CH2:5][NH:4][CH2:3][C:2]1=[O:7].